This data is from Catalyst prediction with 721,799 reactions and 888 catalyst types from USPTO. The task is: Predict which catalyst facilitates the given reaction. (1) Reactant: Cl[C:2]1[CH:7]=[C:6]([NH:8][C:9]2[C:18]([F:19])=[CH:17][CH:16]=[CH:15][C:10]=2[C:11]([NH:13][CH3:14])=[O:12])[C:5]([Cl:20])=[CH:4][N:3]=1.[CH3:21][N:22]([CH2:24][C:25]1[CH:26]=[C:27]([NH2:31])[N:28]([CH3:30])[N:29]=1)[CH3:23].C(=O)([O-])[O-].[Cs+].[Cs+].CC1(C)C2C(=C(P(C3C=CC=CC=3)C3C=CC=CC=3)C=CC=2)OC2C(P(C3C=CC=CC=3)C3C=CC=CC=3)=CC=CC1=2. Product: [Cl:20][C:5]1[C:6]([NH:8][C:9]2[C:18]([F:19])=[CH:17][CH:16]=[CH:15][C:10]=2[C:11]([NH:13][CH3:14])=[O:12])=[CH:7][C:2]([NH:31][C:27]2[N:28]([CH3:30])[N:29]=[C:25]([CH2:24][N:22]([CH3:23])[CH3:21])[CH:26]=2)=[N:3][CH:4]=1. The catalyst class is: 12. (2) Reactant: C(O[C:6]([N:8]1[CH2:13][CH2:12][N:11]([C:14]2[C:19]([C:20]#[N:21])=[CH:18][C:17]([C:22]3[O:23][C:24]([CH2:27][CH3:28])=[CH:25][N:26]=3)=[C:16]([CH3:29])[N:15]=2)[CH2:10][CH2:9]1)=[O:7])(C)(C)C.C(N1C=CN=C1)(N1C=CN=C1)=O.[Cl:42][C:43]1[S:47][C:46]([S:48]([NH2:51])(=[O:50])=[O:49])=[CH:45][CH:44]=1.CCN(C(C)C)C(C)C. Product: [Cl:42][C:43]1[S:47][C:46]([S:48]([NH:51][C:6]([N:8]2[CH2:13][CH2:12][N:11]([C:14]3[C:19]([C:20]#[N:21])=[CH:18][C:17]([C:22]4[O:23][C:24]([CH2:27][CH3:28])=[CH:25][N:26]=4)=[C:16]([CH3:29])[N:15]=3)[CH2:10][CH2:9]2)=[O:7])(=[O:50])=[O:49])=[CH:45][CH:44]=1. The catalyst class is: 137. (3) Reactant: [Br:1][C:2]1[CH:10]=[C:9]2[C:5]([CH2:6][C:7]3([CH2:16][CH2:15][C:14]([F:18])([F:17])[CH2:13][CH2:12]3)[C:8]2=[NH:11])=[CH:4][CH:3]=1.O=[C:20]([CH3:24])[C:21](=[S:23])[NH2:22]. Product: [Br:1][C:2]1[CH:10]=[C:9]2[C:5]([CH2:6][C:7]3([C:8]42[NH:22][C:21](=[S:23])[C:20]([CH3:24])=[N:11]4)[CH2:12][CH2:13][C:14]([F:17])([F:18])[CH2:15][CH2:16]3)=[CH:4][CH:3]=1. The catalyst class is: 5. (4) Reactant: CO[CH:3]=[C:4]1[C:13]2[C:8](=[CH:9][CH:10]=[CH:11][CH:12]=2)[C:7](=[O:14])[NH:6][C:5]1=[O:15].[NH2:16][C:17]1[CH:22]=[CH:21][C:20]([C:23]2[CH:28]=[CH:27][CH:26]=[CH:25][CH:24]=2)=[CH:19][CH:18]=1. Product: [C:20]1([C:23]2[CH:28]=[CH:27][CH:26]=[CH:25][CH:24]=2)[CH:19]=[CH:18][C:17]([NH:16]/[CH:3]=[C:4]2\[C:5](=[O:15])[NH:6][C:7](=[O:14])[C:8]3[C:13]\2=[CH:12][CH:11]=[CH:10][CH:9]=3)=[CH:22][CH:21]=1. The catalyst class is: 9. (5) Reactant: [I:1][C:2]1[C:3](=[O:22])[C:4]2[CH:5]=[CH:6][N:7]3[C:20](=[O:21])[NH:19][N:18]=[C:8]3[C:9]=2[O:10][C:11]=1[C:12]1[CH:17]=[CH:16][CH:15]=[CH:14][CH:13]=1.[C:23](=O)([O-])[O-].[Cs+].[Cs+].IC. Product: [I:1][C:2]1[C:3](=[O:22])[C:4]2[CH:5]=[CH:6][N:7]3[C:20](=[O:21])[N:19]([CH3:23])[N:18]=[C:8]3[C:9]=2[O:10][C:11]=1[C:12]1[CH:13]=[CH:14][CH:15]=[CH:16][CH:17]=1. The catalyst class is: 3. (6) Reactant: C([O:3][C:4]([C:6]1[CH:10]=[C:9]([CH3:11])[N:8]([CH2:12][C:13]2[CH:18]=[C:17]([Br:19])[CH:16]=[CH:15][C:14]=2[O:20][CH2:21][C:22]([CH2:26][CH3:27])([CH3:25])[CH2:23][CH3:24])[N:7]=1)=[O:5])C.[Li+].[OH-]. Product: [Br:19][C:17]1[CH:16]=[CH:15][C:14]([O:20][CH2:21][C:22]([CH2:26][CH3:27])([CH3:25])[CH2:23][CH3:24])=[C:13]([CH:18]=1)[CH2:12][N:8]1[C:9]([CH3:11])=[CH:10][C:6]([C:4]([OH:5])=[O:3])=[N:7]1. The catalyst class is: 200. (7) Reactant: [F:1][C:2]([F:35])([F:34])[C:3]1[CH:4]=[C:5]([CH:27]=[C:28]([C:30]([F:33])([F:32])[F:31])[CH:29]=1)[CH2:6][N:7]([CH:11]1[CH2:17][CH2:16][CH2:15][NH:14][C:13]2[C:18](Br)=[CH:19][C:20]([C:22]([F:25])([F:24])[F:23])=[CH:21][C:12]1=2)[C:8](=[O:10])[CH3:9].[CH3:36]B(O)O.[F-].[Cs+]. Product: [F:1][C:2]([F:35])([F:34])[C:3]1[CH:4]=[C:5]([CH:27]=[C:28]([C:30]([F:33])([F:32])[F:31])[CH:29]=1)[CH2:6][N:7]([CH:11]1[CH2:17][CH2:16][CH2:15][NH:14][C:13]2[C:18]([CH3:36])=[CH:19][C:20]([C:22]([F:25])([F:24])[F:23])=[CH:21][C:12]1=2)[C:8](=[O:10])[CH3:9]. The catalyst class is: 12.